This data is from Forward reaction prediction with 1.9M reactions from USPTO patents (1976-2016). The task is: Predict the product of the given reaction. (1) Given the reactants C1([C@H]([NH:9][C@@H:10]2[CH2:15][CH2:14][CH2:13][CH2:12][C@@H:11]2[C:16]([F:19])([F:18])[F:17])C)C=CC=CC=1.[ClH:20], predict the reaction product. The product is: [ClH:20].[F:17][C:16]([F:18])([F:19])[C@H:11]1[CH2:12][CH2:13][CH2:14][CH2:15][C@H:10]1[NH2:9]. (2) The product is: [C:25]([NH:1][C:2]1[CH:24]=[CH:23][CH:22]=[CH:21][C:3]=1[NH:4][C:5]1[CH:6]=[CH:7][C:8]2[C:14](=[O:15])[C:13]3[CH:16]=[CH:17][CH:18]=[CH:19][C:12]=3[CH2:11][O:10][C:9]=2[CH:20]=1)(=[O:27])[CH3:26]. Given the reactants [NH2:1][C:2]1[CH:24]=[CH:23][CH:22]=[CH:21][C:3]=1[NH:4][C:5]1[CH:6]=[CH:7][C:8]2[C:14](=[O:15])[C:13]3[CH:16]=[CH:17][CH:18]=[CH:19][C:12]=3[CH2:11][O:10][C:9]=2[CH:20]=1.[C:25](OC(=O)C)(=[O:27])[CH3:26], predict the reaction product. (3) Given the reactants [CH3:1][C:2]1([CH3:13])[CH2:7][CH2:6][CH:5]([C:8]([O:10]C)=O)[C:4](=O)[CH2:3]1.[C:14]([CH2:16][C:17]([NH2:19])=[O:18])#[N:15].[OH-].[K+], predict the reaction product. The product is: [OH:10][C:8]1[C:5]2[CH2:6][CH2:7][C:2]([CH3:1])([CH3:13])[CH2:3][C:4]=2[C:16]([C:14]#[N:15])=[C:17]([OH:18])[N:19]=1. (4) The product is: [C:40]([C:32]1[CH:33]=[C:34]([C:36]([CH3:39])([CH3:38])[CH3:37])[CH:35]=[C:29]([CH:28]=[N:27][C@H:22]2[CH2:23][CH2:24][CH2:25][CH2:26][C@@H:21]2[N:20]=[CH:19][C:18]2[C:17](=[C:16]([C:12]([CH3:15])([CH3:14])[CH3:13])[CH:46]=[C:45]([C:47]([CH3:48])([CH3:49])[CH3:50])[CH:44]=2)[OH:51])[C:30]=1[OH:31])([CH3:41])([CH3:42])[CH3:43].[Cl-:52].[Cl-:52].[Ti+4:53]. Given the reactants C([Li])CCC.CCCCCC.[C:12]([C:16]1[CH:46]=[C:45]([C:47]([CH3:50])([CH3:49])[CH3:48])[CH:44]=[C:18]([CH:19]=[N:20][C@H:21]2[CH2:26][CH2:25][CH2:24][CH2:23][C@@H:22]2[N:27]=[CH:28][C:29]2[C:30](=[C:32]([C:40]([CH3:43])([CH3:42])[CH3:41])[CH:33]=[C:34]([C:36]([CH3:39])([CH3:38])[CH3:37])[CH:35]=2)[OH:31])[C:17]=1[OH:51])([CH3:15])([CH3:14])[CH3:13].[Cl:52][Ti:53](Cl)(Cl)Cl, predict the reaction product.